This data is from Forward reaction prediction with 1.9M reactions from USPTO patents (1976-2016). The task is: Predict the product of the given reaction. (1) Given the reactants [NH2:1][C:2]1[CH:7]=[CH:6][C:5]([CH:8]2[CH2:13][CH2:12][C:11](=[O:14])[CH2:10][CH2:9]2)=[CH:4][C:3]=1[C:15]1[CH2:20][CH2:19][C:18]([CH3:22])([CH3:21])[CH2:17][CH:16]=1.[K+].[C:24]([C:26]1[N:27]=[C:28]([C:39]([O-])=[O:40])[N:29]([CH2:31][O:32][CH2:33][CH2:34][Si:35]([CH3:38])([CH3:37])[CH3:36])[CH:30]=1)#[N:25], predict the reaction product. The product is: [CH3:21][C:18]1([CH3:22])[CH2:19][CH2:20][C:15]([C:3]2[CH:4]=[C:5]([CH:8]3[CH2:9][CH2:10][C:11](=[O:14])[CH2:12][CH2:13]3)[CH:6]=[CH:7][C:2]=2[NH:1][C:39]([C:28]2[N:29]([CH2:31][O:32][CH2:33][CH2:34][Si:35]([CH3:38])([CH3:37])[CH3:36])[CH:30]=[C:26]([C:24]#[N:25])[N:27]=2)=[O:40])=[CH:16][CH2:17]1. (2) Given the reactants S(=O)(=O)(O)O.[N+:6]([O-:9])(O)=[O:7].NC(N)=N.[Br:14][C:15]1[CH:21]=[CH:20][C:18]([NH2:19])=[C:17]([O:22][CH3:23])[CH:16]=1, predict the reaction product. The product is: [Br:14][C:15]1[C:21]([N+:6]([O-:9])=[O:7])=[CH:20][C:18]([NH2:19])=[C:17]([O:22][CH3:23])[CH:16]=1.